From a dataset of Catalyst prediction with 721,799 reactions and 888 catalyst types from USPTO. Predict which catalyst facilitates the given reaction. Reactant: [Cl:1][C:2]1[CH:7]=[CH:6][C:5]([C@H:8]2[C@H:13]([OH:14])[C@@H:12]([OH:15])[C@H:11]([OH:16])[C@@H:10]([CH2:17][OH:18])[O:9]2)=[CH:4][C:3]=1[CH2:19][C:20]1[CH:25]=[CH:24][C:23]([OH:26])=[CH:22][CH:21]=1.C(=O)([O-])[O-].[Cs+].[Cs+].[Br:33][CH2:34][CH2:35][O:36][CH2:37][CH2:38]Br. Product: [Br:33][CH2:34][CH2:35][O:36][CH2:37][CH2:38][O:26][C:23]1[CH:22]=[CH:21][C:20]([CH2:19][C:3]2[CH:4]=[C:5]([C@H:8]3[C@H:13]([OH:14])[C@@H:12]([OH:15])[C@H:11]([OH:16])[C@@H:10]([CH2:17][OH:18])[O:9]3)[CH:6]=[CH:7][C:2]=2[Cl:1])=[CH:25][CH:24]=1. The catalyst class is: 35.